The task is: Predict which catalyst facilitates the given reaction.. This data is from Catalyst prediction with 721,799 reactions and 888 catalyst types from USPTO. (1) Reactant: [N+:1]([C:4]1[CH:9]=[CH:8][C:7]([C:10]2[NH:14][N:13]=[N:12][N:11]=2)=[CH:6][CH:5]=1)([O-])=O. Product: [NH:14]1[C:10]([C:7]2[CH:8]=[CH:9][C:4]([NH2:1])=[CH:5][CH:6]=2)=[N:11][N:12]=[N:13]1. The catalyst class is: 19. (2) Reactant: [CH2:1]([N:8]([CH2:40][C:41]1[CH:46]=[CH:45][CH:44]=[CH:43][CH:42]=1)[C:9]([C@H:11]1[C@H:16]([C:17](=[O:33])[N:18]([CH2:26][C:27]2[CH:32]=[CH:31][CH:30]=[CH:29][CH:28]=2)[CH2:19][C:20]2[CH:25]=[CH:24][CH:23]=[CH:22][CH:21]=2)[CH2:15][CH2:14][C:13](=[CH:34][C:35]([O:37][CH2:38]C)=[O:36])[CH2:12]1)=[O:10])[C:2]1[CH:7]=[CH:6][CH:5]=[CH:4][CH:3]=1.[Mg]. Product: [CH2:40]([N:8]([CH2:1][C:2]1[CH:3]=[CH:4][CH:5]=[CH:6][CH:7]=1)[C:9]([C@H:11]1[C@H:16]([C:17](=[O:33])[N:18]([CH2:26][C:27]2[CH:32]=[CH:31][CH:30]=[CH:29][CH:28]=2)[CH2:19][C:20]2[CH:21]=[CH:22][CH:23]=[CH:24][CH:25]=2)[CH2:15][CH2:14][C@@H:13]([CH2:34][C:35]([O:37][CH3:38])=[O:36])[CH2:12]1)=[O:10])[C:41]1[CH:46]=[CH:45][CH:44]=[CH:43][CH:42]=1. The catalyst class is: 5. (3) Reactant: [NH2:1][C:2]1[CH:7]=[C:6]([C:8]2[CH:38]=[CH:37][C:11]3[N:12]([C:15]4[S:19][C:18]([C:20]([O:22]C)=O)=[C:17]([O:24][C@@H:25]([C:27]5[CH:32]=[CH:31][CH:30]=[CH:29][C:28]=5[C:33]([F:36])([F:35])[F:34])[CH3:26])[CH:16]=4)[CH:13]=[N:14][C:10]=3[CH:9]=2)[CH:5]=[CH:4][N:3]=1.[NH3:39]. Product: [NH2:1][C:2]1[CH:7]=[C:6]([C:8]2[CH:38]=[CH:37][C:11]3[N:12]([C:15]4[S:19][C:18]([C:20]([NH2:39])=[O:22])=[C:17]([O:24][C@@H:25]([C:27]5[CH:32]=[CH:31][CH:30]=[CH:29][C:28]=5[C:33]([F:34])([F:35])[F:36])[CH3:26])[CH:16]=4)[CH:13]=[N:14][C:10]=3[CH:9]=2)[CH:5]=[CH:4][N:3]=1. The catalyst class is: 5.